This data is from KCNQ2 potassium channel screen with 302,405 compounds. The task is: Binary Classification. Given a drug SMILES string, predict its activity (active/inactive) in a high-throughput screening assay against a specified biological target. (1) The compound is O=c1n(nc2c1cn(c1c2cccc1)Cc1ccccc1)Cc1c(ccc(c1)C)C. The result is 0 (inactive). (2) The compound is O1C(CCC1)CNC(=O)COc1ncnc2c1cccc2. The result is 0 (inactive). (3) The compound is o1c(c(cc1C)C(=O)N\N=C\c1oc([N+]([O-])=O)cc1)C. The result is 0 (inactive). (4) The molecule is Clc1c(CNC(C(O)c2ccccc2)C)cccc1. The result is 0 (inactive). (5) The drug is s1c(C(=O)N2CC(Nc3ccc(OC)cc3)CCC2)ccc1. The result is 0 (inactive). (6) The molecule is O=C(Nc1ccc(OCC)cc1)C(Cc1ccccc1)CC(O)=O. The result is 0 (inactive).